This data is from Forward reaction prediction with 1.9M reactions from USPTO patents (1976-2016). The task is: Predict the product of the given reaction. (1) Given the reactants [F:1][C:2]1[CH:25]=[CH:24][CH:23]=[C:22]([C:26]([F:29])([F:28])[F:27])[C:3]=1[C:4]([NH:6][C:7]1[S:18][C:10]2[C:11]([CH3:17])([CH3:16])[O:12][C:13]([CH3:15])([CH3:14])[C:9]=2[C:8]=1[C:19](O)=[O:20])=[O:5].[CH3:30][O:31][CH2:32][CH2:33][NH2:34], predict the reaction product. The product is: [F:1][C:2]1[CH:25]=[CH:24][CH:23]=[C:22]([C:26]([F:28])([F:29])[F:27])[C:3]=1[C:4]([NH:6][C:7]1[S:18][C:10]2[C:11]([CH3:17])([CH3:16])[O:12][C:13]([CH3:14])([CH3:15])[C:9]=2[C:8]=1[C:19]([NH:34][CH2:33][CH2:32][O:31][CH3:30])=[O:20])=[O:5]. (2) Given the reactants [CH:1]([S:3]([CH3:6])(=[O:5])=[O:4])=[CH2:2].[NH2:7][CH2:8][C:9]([NH:12][C:13]1[C:14]([CH3:33])=[N:15][C:16]2[C:21]([N:22]=1)=[C:20]([C:23]1[NH:31][C:30]3[CH2:29][CH2:28][NH:27][C:26](=[O:32])[C:25]=3[CH:24]=1)[CH:19]=[CH:18][CH:17]=2)([CH3:11])[CH3:10], predict the reaction product. The product is: [CH3:33][C:14]1[C:13]([NH:12][C:9]([CH3:11])([CH3:10])[CH2:8][NH:7][CH2:2][CH2:1][S:3]([CH3:6])(=[O:5])=[O:4])=[N:22][C:21]2[C:16](=[CH:17][CH:18]=[CH:19][C:20]=2[C:23]2[NH:31][C:30]3[CH2:29][CH2:28][NH:27][C:26](=[O:32])[C:25]=3[CH:24]=2)[N:15]=1. (3) Given the reactants [N:1]1[C:10]2[C:5](=[CH:6][C:7](C(O)=O)=[CH:8][CH:9]=2)[CH:4]=[CH:3][CH:2]=1.C([N:16]([CH2:19]C)CC)C.C1C=CC(P(N=[N+]=[N-])(C2C=CC=CC=2)=[O:28])=CC=1.[CH3:38][C:39]([OH:42])([CH3:41])[CH3:40], predict the reaction product. The product is: [N:1]1[C:10]2[C:5](=[CH:6][C:7]([NH:16][C:19](=[O:28])[O:42][C:39]([CH3:41])([CH3:40])[CH3:38])=[CH:8][CH:9]=2)[CH:4]=[CH:3][CH:2]=1. (4) Given the reactants C(OC(=O)[NH:7][CH2:8][CH2:9][CH2:10][N:11]([CH:21]([C:25]1[C:34]([CH2:35][C:36]2[CH:41]=[CH:40][CH:39]=[CH:38][CH:37]=2)=[N:33][C:32]2[C:27](=[CH:28][C:29]([Cl:42])=[CH:30][CH:31]=2)[N:26]=1)[CH:22]1[CH2:24][CH2:23]1)[C:12](=[O:20])[C:13]1[CH:18]=[CH:17][C:16]([CH3:19])=[CH:15][CH:14]=1)(C)(C)C.[C:44]([OH:50])([C:46]([F:49])([F:48])[F:47])=[O:45], predict the reaction product. The product is: [F:47][C:46]([F:49])([F:48])[C:44]([OH:50])=[O:45].[NH2:7][CH2:8][CH2:9][CH2:10][N:11]([CH:21]([C:25]1[C:34]([CH2:35][C:36]2[CH:37]=[CH:38][CH:39]=[CH:40][CH:41]=2)=[N:33][C:32]2[C:27](=[CH:28][C:29]([Cl:42])=[CH:30][CH:31]=2)[N:26]=1)[CH:22]1[CH2:23][CH2:24]1)[C:12](=[O:20])[C:13]1[CH:14]=[CH:15][C:16]([CH3:19])=[CH:17][CH:18]=1. (5) Given the reactants [Br:1][C:2]1[N:7]=[C:6]([CH3:8])[CH:5]=[CH:4][N:3]=1.C1C(=O)N([Br:16])C(=O)C1.C(OOC(=O)C1C=CC=CC=1)(=O)C1C=CC=CC=1, predict the reaction product. The product is: [Br:1][C:2]1[N:7]=[C:6]([CH2:8][Br:16])[CH:5]=[CH:4][N:3]=1.